Task: Predict the reaction yield, written as a fraction of the theoretical maximum amount of product (1.0 means a 100% yield; for example, 0.34 means a 34% yield).. Dataset: Reaction yield outcomes from USPTO patents with 853,638 reactions (1) The reactants are S(Cl)(Cl)=O.[CH3:5][O:6][C:7]1[C:15]([O:16][CH3:17])=[CH:14][CH:13]=[CH:12][C:8]=1[C:9]([OH:11])=[O:10].CN(C=O)C.Cl. The catalyst is C1(C)C=CC=CC=1.CN(C)C1C=CN=CC=1.O.N1C=CC=CC=1. The product is [CH3:5][O:6][C:7]1[C:15]([O:16][CH3:17])=[CH:14][CH:13]=[CH:12][C:8]=1[C:9]([O:11][C:8]([CH3:12])([CH3:9])[CH3:7])=[O:10]. The yield is 0.830. (2) The reactants are [NH2:1][C@@H:2]1[C:10]2[C:5](=[CH:6][CH:7]=[CH:8][CH:9]=2)[CH2:4][C@@H:3]1[OH:11].C(N(CC)CC)C.[CH3:19][C:20]([O:23][C:24](O[C:24]([O:23][C:20]([CH3:22])([CH3:21])[CH3:19])=[O:25])=[O:25])([CH3:22])[CH3:21]. The catalyst is C1COCC1. The product is [C:20]([O:23][C:24](=[O:25])[NH:1][C@@H:2]1[C:10]2[C:5](=[CH:6][CH:7]=[CH:8][CH:9]=2)[CH2:4][C@@H:3]1[OH:11])([CH3:22])([CH3:21])[CH3:19]. The yield is 0.990. (3) The reactants are Cl[CH2:2][CH2:3][CH2:4][CH2:5][C:6]([C:8]1[O:9][C:10]2[CH:17]=[CH:16][C:15]([O:18][CH3:19])=[CH:14][C:11]=2[C:12]=1[CH3:13])=[O:7].CO.O1CCCC1.[CH3:27][S-:28].[Na+]. The catalyst is O. The product is [CH3:19][O:18][C:15]1[CH:16]=[CH:17][C:10]2[O:9][C:8]([C:6](=[O:7])[CH2:5][CH2:4][CH2:3][CH2:2][S:28][CH3:27])=[C:12]([CH3:13])[C:11]=2[CH:14]=1. The yield is 0.360. (4) The reactants are Cl[C:2]1[CH:11]=[CH:10][C:5]([C:6]([O:8][CH3:9])=[O:7])=[CH:4][C:3]=1[N+:12]([O-:14])=[O:13].CN(C=O)C.[F:20][C:21]1[CH:26]=[CH:25][C:24]([O:27][CH3:28])=[CH:23][C:22]=1B(O)O.C(=O)([O-])[O-].[K+].[K+]. The catalyst is [Cl-].[Na+].O.C1C=CC([P]([Pd]([P](C2C=CC=CC=2)(C2C=CC=CC=2)C2C=CC=CC=2)([P](C2C=CC=CC=2)(C2C=CC=CC=2)C2C=CC=CC=2)[P](C2C=CC=CC=2)(C2C=CC=CC=2)C2C=CC=CC=2)(C2C=CC=CC=2)C2C=CC=CC=2)=CC=1. The product is [F:20][C:21]1[CH:26]=[CH:25][C:24]([O:27][CH3:28])=[CH:23][C:22]=1[C:2]1[CH:11]=[CH:10][C:5]([C:6]([O:8][CH3:9])=[O:7])=[CH:4][C:3]=1[N+:12]([O-:14])=[O:13]. The yield is 0.990. (5) The catalyst is CN(C=O)C.ClCCl. The reactants are [N+](C1C=CC=CC=1S([N:13]1[CH2:18][CH2:17][N:16]([CH:19]([C:21]2[N:25]=[C:24]([C:26]3[CH:31]=[CH:30][CH:29]=[C:28]([CH3:32])[CH:27]=3)[O:23][N:22]=2)[CH3:20])[CH2:15][CH2:14]1)(=O)=O)([O-])=O.[Li+].[OH-].SCC(O)=O. The yield is 0.340. The product is [CH3:32][C:28]1[CH:27]=[C:26]([C:24]2[O:23][N:22]=[C:21]([CH:19]([N:16]3[CH2:15][CH2:14][NH:13][CH2:18][CH2:17]3)[CH3:20])[N:25]=2)[CH:31]=[CH:30][CH:29]=1. (6) The reactants are CS(C)=O.[CH3:5][C:6]1([CH3:24])[CH2:10][C:9]2[C:11]([CH3:23])=[C:12]([N:17]3[CH2:22][CH2:21][NH:20][CH2:19][CH2:18]3)[C:13]([CH3:16])=[C:14]([CH3:15])[C:8]=2[O:7]1.Br[C:26]1[N:31]=[CH:30][CH:29]=[CH:28][N:27]=1.C(N(C(C)C)CC)(C)C. The catalyst is C(OCC)(=O)C. The product is [CH3:5][C:6]1([CH3:24])[CH2:10][C:9]2[C:11]([CH3:23])=[C:12]([N:17]3[CH2:18][CH2:19][N:20]([C:26]4[N:31]=[CH:30][CH:29]=[CH:28][N:27]=4)[CH2:21][CH2:22]3)[C:13]([CH3:16])=[C:14]([CH3:15])[C:8]=2[O:7]1. The yield is 0.420. (7) The reactants are Br[C:2]1[CH:6]=[CH:5][S:4][CH:3]=1.[O:7]=[C:8]1[CH2:12][CH2:11][N:10]([C:13]([O:15][C:16]([CH3:19])([CH3:18])[CH3:17])=[O:14])[CH2:9]1. The catalyst is CCOCC. The product is [OH:7][C:8]1([C:2]2[CH:6]=[CH:5][S:4][CH:3]=2)[CH2:12][CH2:11][N:10]([C:13]([O:15][C:16]([CH3:19])([CH3:18])[CH3:17])=[O:14])[CH2:9]1. The yield is 0.590.